This data is from NCI-60 drug combinations with 297,098 pairs across 59 cell lines. The task is: Regression. Given two drug SMILES strings and cell line genomic features, predict the synergy score measuring deviation from expected non-interaction effect. (1) Drug 1: CC1(CCCN1)C2=NC3=C(C=CC=C3N2)C(=O)N. Drug 2: CC(C)(C#N)C1=CC=C(C=C1)N2C3=C4C=C(C=CC4=NC=C3N(C2=O)C)C5=CC6=CC=CC=C6N=C5. Cell line: SK-OV-3. Synergy scores: CSS=59.0, Synergy_ZIP=10.9, Synergy_Bliss=9.65, Synergy_Loewe=-25.7, Synergy_HSA=8.23. (2) Drug 1: C1=NC2=C(N1)C(=S)N=CN2. Drug 2: CCC1(C2=C(COC1=O)C(=O)N3CC4=CC5=C(C=CC(=C5CN(C)C)O)N=C4C3=C2)O.Cl. Cell line: SF-268. Synergy scores: CSS=54.7, Synergy_ZIP=-3.46, Synergy_Bliss=-1.84, Synergy_Loewe=-0.275, Synergy_HSA=2.09. (3) Drug 1: CC1C(C(CC(O1)OC2CC(CC3=C2C(=C4C(=C3O)C(=O)C5=C(C4=O)C(=CC=C5)OC)O)(C(=O)C)O)N)O.Cl. Drug 2: C1CNP(=O)(OC1)N(CCCl)CCCl. Cell line: COLO 205. Synergy scores: CSS=21.9, Synergy_ZIP=2.78, Synergy_Bliss=-2.56, Synergy_Loewe=-51.4, Synergy_HSA=-3.68. (4) Drug 1: CCCS(=O)(=O)NC1=C(C(=C(C=C1)F)C(=O)C2=CNC3=C2C=C(C=N3)C4=CC=C(C=C4)Cl)F. Drug 2: CC1CCC2CC(C(=CC=CC=CC(CC(C(=O)C(C(C(=CC(C(=O)CC(OC(=O)C3CCCCN3C(=O)C(=O)C1(O2)O)C(C)CC4CCC(C(C4)OC)OCCO)C)C)O)OC)C)C)C)OC. Cell line: MDA-MB-231. Synergy scores: CSS=9.55, Synergy_ZIP=-1.93, Synergy_Bliss=1.90, Synergy_Loewe=-11.4, Synergy_HSA=0.0665. (5) Drug 1: C1C(C(OC1N2C=NC3=C(N=C(N=C32)Cl)N)CO)O. Drug 2: C1=CC=C(C=C1)NC(=O)CCCCCCC(=O)NO. Cell line: SN12C. Synergy scores: CSS=46.8, Synergy_ZIP=-1.21, Synergy_Bliss=4.49, Synergy_Loewe=-15.2, Synergy_HSA=6.01.